Dataset: Forward reaction prediction with 1.9M reactions from USPTO patents (1976-2016). Task: Predict the product of the given reaction. (1) Given the reactants [C:1]([NH2:9])(=[O:8])[C:2]1[CH:7]=[CH:6][N:5]=[CH:4][CH:3]=1.C(O[CH:13](OCC)[N:14]([CH3:16])[CH3:15])C, predict the reaction product. The product is: [CH3:13][N:14](/[CH:16]=[N:9]/[C:1]([C:2]1[CH:7]=[CH:6][N:5]=[CH:4][CH:3]=1)=[O:8])[CH3:15]. (2) The product is: [CH:17]1([C:6]2[C:7]3[CH:8]=[CH:9][C:10]([C:13]([O:15][CH3:16])=[O:14])=[CH:11][C:12]=3[N:4]3[CH2:1][CH:30]=[CH:29][C:24]4[CH:25]=[CH:26][CH:27]=[CH:28][C:23]=4[C:5]=23)[CH2:22][CH2:21][CH2:20][CH2:19][CH2:18]1. Given the reactants [CH2:1]([N:4]1[C:12]2[C:7](=[CH:8][CH:9]=[C:10]([C:13]([O:15][CH3:16])=[O:14])[CH:11]=2)[C:6]([CH:17]2[CH2:22][CH2:21][CH2:20][CH2:19][CH2:18]2)=[C:5]1[C:23]1[CH:28]=[CH:27][CH:26]=[CH:25][C:24]=1[CH:29]=[CH2:30])C=C.CCN(CC)CC, predict the reaction product. (3) The product is: [CH:25]1([NH:28][C:14]2[CH:8]([C:5]3[CH:6]=[CH:7][C:2]([F:1])=[CH:3][CH:4]=3)[N:9]=[C:10]([C:20]3[S:21][CH:22]=[CH:23][CH:24]=3)[C:11]3[CH:19]=[CH:18][CH:17]=[N:16][C:12]=3[N:13]=2)[CH2:27][CH2:26]1. Given the reactants [F:1][C:2]1[CH:7]=[CH:6][C:5]([CH:8]2[C:14](=O)[NH:13][C:12]3[N:16]=[CH:17][CH:18]=[CH:19][C:11]=3[C:10]([C:20]3[S:21][CH:22]=[CH:23][CH:24]=3)=[N:9]2)=[CH:4][CH:3]=1.[CH:25]1([NH2:28])[CH2:27][CH2:26]1.C(=O)(O)[O-].[Na+], predict the reaction product. (4) Given the reactants [I:1][C:2]1[CH:7]=[CH:6][C:5]([OH:8])=[CH:4][CH:3]=1.C1(P(C2C=CC=CC=2)C2C=CC=CC=2)C=CC=CC=1.[CH2:28]([N:35]([CH2:43][CH2:44]O)[C:36](=[O:42])[O:37][C:38]([CH3:41])([CH3:40])[CH3:39])[C:29]1[CH:34]=[CH:33][CH:32]=[CH:31][CH:30]=1.N(C(OCC)=O)=NC(OCC)=O, predict the reaction product. The product is: [CH2:28]([N:35]([CH2:43][CH2:44][O:8][C:5]1[CH:6]=[CH:7][C:2]([I:1])=[CH:3][CH:4]=1)[C:36](=[O:42])[O:37][C:38]([CH3:39])([CH3:40])[CH3:41])[C:29]1[CH:34]=[CH:33][CH:32]=[CH:31][CH:30]=1.